From a dataset of Catalyst prediction with 721,799 reactions and 888 catalyst types from USPTO. Predict which catalyst facilitates the given reaction. (1) Reactant: [NH2:1][C:2]([CH3:6])([CH3:5])[CH2:3][OH:4].[CH3:7][C:8]1[CH:16]=[CH:15][C:11]([C:12](Cl)=O)=[CH:10][CH:9]=1.O=S(Cl)Cl.O. Product: [CH3:5][C:2]1([CH3:6])[CH2:3][O:4][C:7]([C:8]2[CH:16]=[CH:15][C:11]([CH3:12])=[CH:10][CH:9]=2)=[N:1]1. The catalyst class is: 2. (2) Reactant: [CH2:1]([O:8][C:9](=[O:18])[CH:10]([OH:17])[C:11]1[CH:16]=[CH:15][CH:14]=[CH:13][CH:12]=1)[C:2]1[CH:7]=[CH:6][CH:5]=[CH:4][CH:3]=1.O[N:20]1[C:24](=[O:25])[C:23]2=[CH:26][CH:27]=[CH:28][CH:29]=[C:22]2[C:21]1=[O:30].C1C=CC(P(C2C=CC=CC=2)C2C=CC=CC=2)=CC=1.CC(OC(/N=N/C(OC(C)C)=O)=O)C. Product: [CH2:1]([O:8][C:9](=[O:18])[CH:10]([O:17][N:20]1[C:24](=[O:25])[C:23]2[C:22](=[CH:29][CH:28]=[CH:27][CH:26]=2)[C:21]1=[O:30])[C:11]1[CH:12]=[CH:13][CH:14]=[CH:15][CH:16]=1)[C:2]1[CH:3]=[CH:4][CH:5]=[CH:6][CH:7]=1. The catalyst class is: 2. (3) Product: [Cl:31][C:32]1[CH:37]=[C:36]([CH2:38][N:12]2[C:8]([CH3:7])=[CH:9][C:10]([C:13]3[O:17][N:16]=[C:15]([C:18]4[CH:23]=[CH:22][C:21]([CH:24]5[CH2:29][CH2:28][O:27][CH2:26][CH2:25]5)=[C:20]([CH3:30])[CH:19]=4)[N:14]=3)=[N:11]2)[CH:35]=[CH:34][N:33]=1. The catalyst class is: 36. Reactant: CC([O-])(C)C.[K+].[CH3:7][C:8]1[NH:12][N:11]=[C:10]([C:13]2[O:17][N:16]=[C:15]([C:18]3[CH:23]=[CH:22][C:21]([CH:24]4[CH2:29][CH2:28][O:27][CH2:26][CH2:25]4)=[C:20]([CH3:30])[CH:19]=3)[N:14]=2)[CH:9]=1.[Cl:31][C:32]1[CH:37]=[C:36]([CH2:38]Cl)[CH:35]=[CH:34][N:33]=1.O. (4) Reactant: [C:1]([O:5][C:6](=[O:49])[CH2:7][NH:8][C:9]([C@@H:11]1[CH2:15][C@@H:14]([S:16][C:17]([C:30]2[CH:35]=[CH:34][CH:33]=[CH:32][CH:31]=2)([C:24]2[CH:29]=[CH:28][CH:27]=[CH:26][CH:25]=2)[C:18]2[CH:23]=[CH:22][CH:21]=[CH:20][CH:19]=2)[CH2:13][N:12]1[S:36]([C:39]1[CH:48]=[CH:47][C:46]2[C:41](=[CH:42][CH:43]=[CH:44][CH:45]=2)[CH:40]=1)(=[O:38])=[O:37])=[O:10])([CH3:4])([CH3:3])[CH3:2].C[Si]([N-][Si](C)(C)C)(C)C.[Li+].[CH2:60](Br)[CH:61]=[CH2:62]. Product: [C:1]([O:5][C:6](=[O:49])[CH:7]([NH:8][C:9]([C@@H:11]1[CH2:15][C@@H:14]([S:16][C:17]([C:18]2[CH:19]=[CH:20][CH:21]=[CH:22][CH:23]=2)([C:30]2[CH:31]=[CH:32][CH:33]=[CH:34][CH:35]=2)[C:24]2[CH:29]=[CH:28][CH:27]=[CH:26][CH:25]=2)[CH2:13][N:12]1[S:36]([C:39]1[CH:48]=[CH:47][C:46]2[C:41](=[CH:42][CH:43]=[CH:44][CH:45]=2)[CH:40]=1)(=[O:38])=[O:37])=[O:10])[CH2:62][CH:61]=[CH2:60])([CH3:4])([CH3:2])[CH3:3]. The catalyst class is: 1.